From a dataset of Full USPTO retrosynthesis dataset with 1.9M reactions from patents (1976-2016). Predict the reactants needed to synthesize the given product. (1) Given the product [CH3:1][N:2]([CH2:10][C@H:11]1[CH2:15][CH2:14][CH2:13][NH:12]1)[C:3](=[O:4])[O:5][C:6]([CH3:9])([CH3:7])[CH3:8], predict the reactants needed to synthesize it. The reactants are: [CH3:1][N:2]([CH2:10][C@H:11]1[CH2:15][CH2:14][CH2:13][N:12]1C(OCC1C=CC=CC=1)=O)[C:3]([O:5][C:6]([CH3:9])([CH3:8])[CH3:7])=[O:4]. (2) Given the product [NH2:1][C:2]1[N:3]=[CH:4][C:5]([C:18]2[CH:19]=[CH:20][C:21]([CH2:22][NH:23][CH:24]3[CH2:29][CH2:28][NH:27][C@@H:26]([C:37]([O:39][C:40]([CH3:41])([CH3:43])[CH3:42])=[O:38])[CH2:25]3)=[CH:44][CH:45]=2)=[N:6][C:7]=1[NH:8][CH2:9][C:10]1[C:15]([Cl:16])=[CH:14][CH:13]=[CH:12][C:11]=1[Cl:17], predict the reactants needed to synthesize it. The reactants are: [NH2:1][C:2]1[N:3]=[CH:4][C:5]([C:18]2[CH:45]=[CH:44][C:21]([CH2:22][NH:23][CH:24]3[CH2:29][CH2:28][N:27](C(OC(C)(C)C)=O)[C@@H:26]([C:37]([O:39][C:40]([CH3:43])([CH3:42])[CH3:41])=[O:38])[CH2:25]3)=[CH:20][CH:19]=2)=[N:6][C:7]=1[NH:8][CH2:9][C:10]1[C:15]([Cl:16])=[CH:14][CH:13]=[CH:12][C:11]=1[Cl:17].Cl.[OH-].[Na+].